This data is from Full USPTO retrosynthesis dataset with 1.9M reactions from patents (1976-2016). The task is: Predict the reactants needed to synthesize the given product. (1) Given the product [C:1]([C:3]1[CH:8]=[CH:7][C:6]([CH2:9][CH2:10][C:11]2[N:15]([CH3:16])[C:14]3[CH:17]=[CH:18][C:19]([N:21]([CH2:26][C:27]4[C:36]5[C:31](=[CH:32][CH:33]=[CH:34][CH:35]=5)[CH:30]=[CH:29][CH:28]=4)[C:22](=[O:25])[CH2:23][N:12]4[CH2:13][CH2:42][CH:43]([NH:38][C:39]5[CH:40]=[CH:5][CH:4]=[CH:3][CH:1]=5)[CH2:10][CH2:11]4)=[CH:20][C:13]=3[N:12]=2)=[CH:5][CH:4]=1)#[N:2], predict the reactants needed to synthesize it. The reactants are: [C:1]([C:3]1[CH:8]=[CH:7][C:6]([CH2:9][CH2:10][C:11]2[N:15]([CH3:16])[C:14]3[CH:17]=[CH:18][C:19]([N:21]([CH2:26][C:27]4[C:36]5[C:31](=[CH:32][CH:33]=[CH:34][CH:35]=5)[CH:30]=[CH:29][CH:28]=4)[C:22](=[O:25])[CH2:23]Cl)=[CH:20][C:13]=3[N:12]=2)=[CH:5][CH:4]=1)#[N:2].C[N:38]1[CH2:43][CH2:42]O[CH2:40][CH2:39]1. (2) Given the product [Br:3][C:4]1[CH:21]=[CH:20][C:7]([O:8][C:9]2[C:14]([C:15]([OH:17])=[O:16])=[CH:13][N:12]=[CH:11][CH:10]=2)=[CH:6][CH:5]=1, predict the reactants needed to synthesize it. The reactants are: [OH-].[Na+].[Br:3][C:4]1[CH:21]=[CH:20][C:7]([O:8][C:9]2[C:14]([C:15]([O:17]CC)=[O:16])=[CH:13][N:12]=[CH:11][CH:10]=2)=[CH:6][CH:5]=1.C(O)=O.[Na+].[Cl-]. (3) Given the product [C:29]([C:31]1[CH:50]=[C:49]([C:2]2[N:10]=[CH:9][N:8]=[C:7]3[C:3]=2[N:4]=[C:5]([C:11]2[CH:16]=[CH:15][C:14]([N:17]4[CH2:22][CH2:21][O:20][CH2:19][CH2:18]4)=[CH:13][CH:12]=2)[NH:6]3)[CH:48]=[CH:47][C:32]=1[O:33][CH:34]1[CH2:39][CH2:38][N:37]([C:40]([O:42][C:43]([CH3:46])([CH3:45])[CH3:44])=[O:41])[CH2:36][CH2:35]1)#[N:30], predict the reactants needed to synthesize it. The reactants are: Cl[C:2]1[N:10]=[CH:9][N:8]=[C:7]2[C:3]=1[N:4]=[C:5]([C:11]1[CH:16]=[CH:15][C:14]([N:17]3[CH2:22][CH2:21][O:20][CH2:19][CH2:18]3)=[CH:13][CH:12]=1)[NH:6]2.C([O-])([O-])=O.[K+].[K+].[C:29]([C:31]1[CH:50]=[C:49](B2OC(C)(C)C(C)(C)O2)[CH:48]=[CH:47][C:32]=1[O:33][CH:34]1[CH2:39][CH2:38][N:37]([C:40]([O:42][C:43]([CH3:46])([CH3:45])[CH3:44])=[O:41])[CH2:36][CH2:35]1)#[N:30].